This data is from Forward reaction prediction with 1.9M reactions from USPTO patents (1976-2016). The task is: Predict the product of the given reaction. Given the reactants C([O:4][C:5]1[CH:10]=[CH:9][CH:8]=[C:7]([C:11]2[N:12]=[C:13]3[N:18]=[C:17]([NH:19][C:20]([C:22]4[N:26]([CH3:27])[N:25]=[CH:24][C:23]=4[C:28]([N:30]4[CH2:33][CH2:32][CH2:31]4)=[O:29])=[O:21])[CH:16]=[CH:15][N:14]3[CH:34]=2)[CH:6]=1)(=O)C.CO.C(Cl)Cl.C([O-])(O)=O.[Na+], predict the reaction product. The product is: [OH:4][C:5]1[CH:6]=[C:7]([C:11]2[N:12]=[C:13]3[N:18]=[C:17]([NH:19][C:20]([C:22]4[N:26]([CH3:27])[N:25]=[CH:24][C:23]=4[C:28]([N:30]4[CH2:33][CH2:32][CH2:31]4)=[O:29])=[O:21])[CH:16]=[CH:15][N:14]3[CH:34]=2)[CH:8]=[CH:9][CH:10]=1.